This data is from Full USPTO retrosynthesis dataset with 1.9M reactions from patents (1976-2016). The task is: Predict the reactants needed to synthesize the given product. The reactants are: [CH:1]1([NH2:4])[CH2:3][CH2:2]1.[Cl:5][C:6]1[CH:11]=[CH:10][CH:9]=[C:8]([N+:12]([O-:14])=[O:13])[C:7]=1Cl.C(N(C(C)C)CC)(C)C. Given the product [Cl:5][C:6]1[CH:11]=[CH:10][CH:9]=[C:8]([N+:12]([O-:14])=[O:13])[C:7]=1[NH:4][CH:1]1[CH2:3][CH2:2]1, predict the reactants needed to synthesize it.